Task: Predict the product of the given reaction.. Dataset: Forward reaction prediction with 1.9M reactions from USPTO patents (1976-2016) (1) Given the reactants [CH:1]#[C:2][CH2:3][CH2:4]CC.[C:7]1([C:13]#[CH:14])[CH:12]=[CH:11][CH:10]=[CH:9][CH:8]=1.C(#N)C1C=CC=CC=1, predict the reaction product. The product is: [C:13]([C:7]1[CH:12]=[CH:11][CH:10]=[CH:9][CH:8]=1)#[C:14][CH2:1][CH2:2][CH2:3][CH3:4]. (2) Given the reactants O.[SH:2][C:3]1[N:11]=[CH:10][N:9]=[C:8]2[C:4]=1[NH:5][CH:6]=[N:7]2.O.[F:13][C:14]([F:25])([F:24])[O:15][C:16]1[CH:23]=[CH:22][C:19](CBr)=[CH:18][CH:17]=1.[CH3:26]N(C=O)C, predict the reaction product. The product is: [F:25][C:14]([F:13])([F:24])[O:15][C:16]1[CH:17]=[C:18]([CH:19]=[CH:22][CH:23]=1)[CH2:26][S:2][C:3]1[N:11]=[CH:10][N:9]=[C:8]2[C:4]=1[NH:5][CH:6]=[N:7]2. (3) Given the reactants [OH:1][CH2:2][CH2:3][CH2:4][C:5]([NH:7][CH2:8][C:9]1[N:10]=[C:11]2[CH:17]=[C:16]([C:18]3[C:26]4[C:21](=[CH:22][CH:23]=[C:24]([O:27][CH3:28])[CH:25]=4)[N:20]([CH3:29])[CH:19]=3)[N:15]([CH2:30][O:31][CH2:32][CH2:33][Si:34]([CH3:37])([CH3:36])[CH3:35])[C:12]2=[N:13][CH:14]=1)=[O:6].N1C(C)=CC=CC=1C.[Si:46](OS(C(F)(F)F)(=O)=O)([C:49]([CH3:52])([CH3:51])[CH3:50])([CH3:48])[CH3:47], predict the reaction product. The product is: [Si:46]([O:1][CH2:2][CH2:3][CH2:4][C:5]([NH:7][CH2:8][C:9]1[N:10]=[C:11]2[CH:17]=[C:16]([C:18]3[C:26]4[C:21](=[CH:22][CH:23]=[C:24]([O:27][CH3:28])[CH:25]=4)[N:20]([CH3:29])[CH:19]=3)[N:15]([CH2:30][O:31][CH2:32][CH2:33][Si:34]([CH3:37])([CH3:35])[CH3:36])[C:12]2=[N:13][CH:14]=1)=[O:6])([C:49]([CH3:52])([CH3:51])[CH3:50])([CH3:48])[CH3:47]. (4) Given the reactants [CH2:1]([N:8]([CH2:30][CH:31]([CH2:40][C:41]([O:43][C:44]([CH3:47])([CH3:46])[CH3:45])=[O:42])[CH2:32][C:33]([O:35][C:36]([CH3:39])([CH3:38])[CH3:37])=[O:34])[C:9](=[O:29])[CH2:10][CH:11]1[C:20]2[C:15](=[CH:16][C:17]([O:21]CC3C=CC=CC=3)=[CH:18][CH:19]=2)[CH2:14][CH2:13][CH2:12]1)[C:2]1[CH:7]=[CH:6][CH:5]=[CH:4][CH:3]=1.[H][H], predict the reaction product. The product is: [CH2:1]([N:8]([CH2:30][CH:31]([CH2:40][C:41]([O:43][C:44]([CH3:47])([CH3:46])[CH3:45])=[O:42])[CH2:32][C:33]([O:35][C:36]([CH3:38])([CH3:39])[CH3:37])=[O:34])[C:9](=[O:29])[CH2:10][CH:11]1[C:20]2[C:15](=[CH:16][C:17]([OH:21])=[CH:18][CH:19]=2)[CH2:14][CH2:13][CH2:12]1)[C:2]1[CH:3]=[CH:4][CH:5]=[CH:6][CH:7]=1. (5) Given the reactants [Cl:1][C:2]1[CH:8]=[CH:7][C:5]([NH2:6])=[CH:4][C:3]=1[F:9].C([O-])(O)=O.[Na+].[I:15]I, predict the reaction product. The product is: [Cl:1][C:2]1[C:3]([F:9])=[CH:4][C:5]([NH2:6])=[C:7]([I:15])[CH:8]=1. (6) Given the reactants NC1(C2C=CC(C3C(C4C=CC=CC=4)=CC4N(CCC#N)C(=O)COC=4N=3)=CC=2)CCC1.C(OC(=O)[NH:39][C:40]1([C:44]2[CH:49]=[CH:48][C:47]([C:50]3[C:51]([C:64]4[CH:69]=[CH:68][CH:67]=[CH:66][CH:65]=4)=[CH:52][C:53]4[N:58]([CH2:59][CH2:60][F:61])[C:57](=[O:62])[CH2:56][O:55][C:54]=4[N:63]=3)=[CH:46][CH:45]=2)[CH2:43][CH2:42][CH2:41]1)(C)(C)C, predict the reaction product. The product is: [NH2:39][C:40]1([C:44]2[CH:45]=[CH:46][C:47]([C:50]3[C:51]([C:64]4[CH:65]=[CH:66][CH:67]=[CH:68][CH:69]=4)=[CH:52][C:53]4[N:58]([CH2:59][CH2:60][F:61])[C:57](=[O:62])[CH2:56][O:55][C:54]=4[N:63]=3)=[CH:48][CH:49]=2)[CH2:43][CH2:42][CH2:41]1.